This data is from Forward reaction prediction with 1.9M reactions from USPTO patents (1976-2016). The task is: Predict the product of the given reaction. Given the reactants [C:1]([O:5][C:6]([N:8]([C@H:16]1[CH2:24][CH2:23][CH2:22][C@H:21]([O:25][CH2:26][CH:27]([CH3:29])[CH3:28])[C@@H:20]([O:30][CH2:31][CH2:32][C:33](=[O:35])[CH3:34])[C@H:19]([CH3:36])[O:18][C:17]1=[O:37])[C:9](=[O:15])[O:10][C:11]([CH3:14])([CH3:13])[CH3:12])=[O:7])([CH3:4])([CH3:3])[CH3:2].[BH4-].[Na+], predict the reaction product. The product is: [C:11]([O:10][C:9]([N:8]([C@H:16]1[CH2:24][CH2:23][CH2:22][C@H:21]([O:25][CH2:26][CH:27]([CH3:28])[CH3:29])[C@@H:20]([O:30][CH2:31][CH2:32][CH:33]([OH:35])[CH3:34])[C@H:19]([CH3:36])[O:18][C:17]1=[O:37])[C:6](=[O:7])[O:5][C:1]([CH3:2])([CH3:4])[CH3:3])=[O:15])([CH3:14])([CH3:13])[CH3:12].